From a dataset of NCI-60 drug combinations with 297,098 pairs across 59 cell lines. Regression. Given two drug SMILES strings and cell line genomic features, predict the synergy score measuring deviation from expected non-interaction effect. (1) Cell line: UO-31. Synergy scores: CSS=-0.534, Synergy_ZIP=-2.16, Synergy_Bliss=-1.69, Synergy_Loewe=-3.75, Synergy_HSA=-2.48. Drug 2: C1=CC=C(C(=C1)C(C2=CC=C(C=C2)Cl)C(Cl)Cl)Cl. Drug 1: C1CN1P(=S)(N2CC2)N3CC3. (2) Drug 2: CC1CCCC2(C(O2)CC(NC(=O)CC(C(C(=O)C(C1O)C)(C)C)O)C(=CC3=CSC(=N3)C)C)C. Cell line: MCF7. Synergy scores: CSS=35.6, Synergy_ZIP=-5.50, Synergy_Bliss=-4.05, Synergy_Loewe=-6.88, Synergy_HSA=0.720. Drug 1: C1CCC(C(C1)N)N.C(=O)(C(=O)[O-])[O-].[Pt+4]. (3) Drug 1: CC(CN1CC(=O)NC(=O)C1)N2CC(=O)NC(=O)C2. Drug 2: C(=O)(N)NO. Cell line: CAKI-1. Synergy scores: CSS=40.9, Synergy_ZIP=2.58, Synergy_Bliss=2.75, Synergy_Loewe=3.62, Synergy_HSA=7.67.